This data is from Full USPTO retrosynthesis dataset with 1.9M reactions from patents (1976-2016). The task is: Predict the reactants needed to synthesize the given product. (1) Given the product [Cl:26][C:27]1[CH:28]=[C:29]([CH:9]([C:15]2[CH:16]=[CH:17][C:18]([C:21]3[CH:22]=[N:23][NH:24][CH:25]=3)=[CH:19][CH:20]=2)[CH2:10][C:11]([NH2:13])=[O:12])[CH:30]=[CH:31][C:32]=1[Cl:33], predict the reactants needed to synthesize it. The reactants are: FC1C=C([CH:9]([C:15]2[CH:20]=[CH:19][C:18]([C:21]3[CH:22]=[N:23][NH:24][CH:25]=3)=[CH:17][CH:16]=2)[CH2:10][C:11]([NH:13]C)=[O:12])C=CC=1F.[Cl:26][C:27]1[CH:28]=[C:29]([Mg]Br)[CH:30]=[CH:31][C:32]=1[Cl:33]. (2) Given the product [Br:1][C:2]1[CH:3]=[C:4]([CH:5]=[CH:6][CH:7]=1)[NH:8][CH2:9][CH2:10][C:11]1[CH:16]=[CH:15][CH:14]=[CH:13][CH:12]=1, predict the reactants needed to synthesize it. The reactants are: [Br:1][C:2]1[CH:3]=[C:4]([NH:8][C:9](=O)[CH2:10][C:11]2[CH:16]=[CH:15][CH:14]=[CH:13][CH:12]=2)[CH:5]=[CH:6][CH:7]=1.[OH-].[Na+].Cl.